From a dataset of Full USPTO retrosynthesis dataset with 1.9M reactions from patents (1976-2016). Predict the reactants needed to synthesize the given product. (1) Given the product [OH:10][N:9]=[C:22]([C:19]1[C:20](=[O:21])[N:15]([CH2:14][C:13]2[CH:37]=[CH:38][CH:39]=[C:40]([C:41]([F:44])([F:43])[F:42])[C:12]=2[CH3:11])[C:16](=[O:36])[N:17]([C:24]2[CH:25]=[CH:26][C:27]([N:30]3[CH2:34][CH2:33][O:32][C:31]3=[O:35])=[CH:28][CH:29]=2)[CH:18]=1)[NH2:23], predict the reactants needed to synthesize it. The reactants are: C(N(CC)CC)C.Cl.[NH2:9][OH:10].[CH3:11][C:12]1[C:40]([C:41]([F:44])([F:43])[F:42])=[CH:39][CH:38]=[CH:37][C:13]=1[CH2:14][N:15]1[C:20](=[O:21])[C:19]([C:22]#[N:23])=[CH:18][N:17]([C:24]2[CH:29]=[CH:28][C:27]([N:30]3[CH2:34][CH2:33][O:32][C:31]3=[O:35])=[CH:26][CH:25]=2)[C:16]1=[O:36].Cl. (2) The reactants are: [H-].[Al+3].[Li+].[H-].[H-].[H-].[F:7][C:8]1[CH:9]=[C:10]2[C:14](=[CH:15][C:16]=1[F:17])[C:13](=[O:18])[CH:12]([CH2:19][CH:20]([CH2:25][CH2:26][CH2:27][CH2:28][CH3:29])[C:21](OC)=[O:22])[CH2:11]2.Cl. Given the product [F:7][C:8]1[CH:9]=[C:10]2[C:14](=[CH:15][C:16]=1[F:17])[CH:13]([OH:18])[CH:12]([CH2:19][CH:20]([CH2:21][OH:22])[CH2:25][CH2:26][CH2:27][CH2:28][CH3:29])[CH2:11]2, predict the reactants needed to synthesize it. (3) Given the product [Si:21]([O:9][CH2:8][CH2:7][CH2:6][C:4]1[N:3]=[CH:2][O:1][CH:5]=1)([C:18]([CH3:20])([CH3:19])[CH3:17])([CH3:23])[CH3:22], predict the reactants needed to synthesize it. The reactants are: [O:1]1[CH:5]=[C:4]([CH2:6][CH2:7][CH2:8][OH:9])[N:3]=[CH:2]1.CCN(CC)CC.[CH3:17][C:18]([Si:21](Cl)([CH3:23])[CH3:22])([CH3:20])[CH3:19]. (4) Given the product [NH2:22][C:23]1[CH:28]=[CH:27][CH:26]=[CH:25][C:24]=1[S:29][C:10]1[NH:11][C:7]([C:1]2[CH:6]=[CH:5][CH:4]=[CH:3][CH:2]=2)=[CH:8][C:9]=1[C:12]#[N:13], predict the reactants needed to synthesize it. The reactants are: [C:1]1([C:7](=O)[CH2:8][CH:9]([C:12]#[N:13])[C:10]#[N:11])[CH:6]=[CH:5][CH:4]=[CH:3][CH:2]=1.C(N(CC)CC)C.[NH2:22][C:23]1[CH:28]=[CH:27][CH:26]=[CH:25][C:24]=1[SH:29]. (5) The reactants are: [CH3:1][C:2]1[N:3]=[C:4]2[C:9]([C:10]3[CH:15]=[CH:14][C:13]([OH:16])=[CH:12][CH:11]=3)=[CH:8][CH:7]=[CH:6][N:5]2[CH:17]=1.[H-].[Na+].Cl[C:21]1[N:25]([CH2:26][O:27][CH2:28][CH2:29][Si:30]([CH3:33])([CH3:32])[CH3:31])[C:24]2[CH:34]=[CH:35][CH:36]=[CH:37][C:23]=2[N:22]=1.O. Given the product [CH3:1][C:2]1[N:3]=[C:4]2[C:9]([C:10]3[CH:15]=[CH:14][C:13]([O:16][C:21]4[N:25]([CH2:26][O:27][CH2:28][CH2:29][Si:30]([CH3:32])([CH3:33])[CH3:31])[C:24]5[CH:34]=[CH:35][CH:36]=[CH:37][C:23]=5[N:22]=4)=[CH:12][CH:11]=3)=[CH:8][CH:7]=[CH:6][N:5]2[CH:17]=1, predict the reactants needed to synthesize it. (6) Given the product [C:1]([C@@H:3]([NH:22][C:23]([C@@H:25]1[CH2:30][CH2:29][CH2:28][CH2:27][NH:26]1)=[O:24])[CH2:4][C:5]1[CH:6]=[CH:7][C:8]([C:11]2[CH:12]=[CH:13][C:14]3[O:18][C:17](=[O:19])[N:16]([CH3:20])[C:15]=3[CH:21]=2)=[CH:9][CH:10]=1)#[N:2], predict the reactants needed to synthesize it. The reactants are: [C:1]([C@@H:3]([NH:22][C:23]([C@@H:25]1[CH2:30][CH2:29][CH2:28][CH2:27][N:26]1C(OC(C)(C)C)=O)=[O:24])[CH2:4][C:5]1[CH:10]=[CH:9][C:8]([C:11]2[CH:12]=[CH:13][C:14]3[O:18][C:17](=[O:19])[N:16]([CH3:20])[C:15]=3[CH:21]=2)=[CH:7][CH:6]=1)#[N:2]. (7) Given the product [N:69]1([O:58][C:57]2[C:56]3[N:55]=[CH:54][N:53]([C:62]=3[N:61]=[CH:60][N:59]=2)[C@@H:41]2[O:42][C@H:43]([CH2:44][O:45][Si:46]([C:49]([CH3:50])([CH3:51])[CH3:52])([CH3:47])[CH3:48])[C@@H:39]([O:38][Si:31]([C:34]([CH3:36])([CH3:37])[CH3:35])([CH3:33])[CH3:32])[CH2:40]2)[C:67]2[CH:68]=[CH:63][CH:64]=[CH:65][C:66]=2[N:71]=[N:70]1, predict the reactants needed to synthesize it. The reactants are: C1C=CC(P(C2C=CC=CC=2)C2C=CC=CC=2)=CC=1.II.CCN(C(C)C)C(C)C.[Si:31]([O:38][C@@H:39]1[C@@H:43]([CH2:44][O:45][Si:46]([C:49]([CH3:52])([CH3:51])[CH3:50])([CH3:48])[CH3:47])[O:42][C@@H:41]([N:53]2[C:62]3[N:61]=[CH:60][N:59]=[C:57]([OH:58])[C:56]=3[N:55]=[CH:54]2)[CH2:40]1)([C:34]([CH3:37])([CH3:36])[CH3:35])([CH3:33])[CH3:32].[CH:63]1[CH:64]=[CH:65][C:66]2[N:71](O)[N:70]=[N:69][C:67]=2[CH:68]=1.